From a dataset of Full USPTO retrosynthesis dataset with 1.9M reactions from patents (1976-2016). Predict the reactants needed to synthesize the given product. (1) Given the product [CH2:11]1[CH2:12][CH2:13][CH:26]([N:24]=[C:6]=[N:3][CH:4]2[CH2:5][CH2:12][CH2:11][CH2:10][CH2:9]2)[CH2:9][CH2:10]1, predict the reactants needed to synthesize it. The reactants are: C([N:3]([CH2:6]C)[CH2:4][CH3:5])C.N1[CH:13]=[CH:12][CH:11]=[CH:10][CH:9]=1.C(=O)([O-])[O-].[K+].[K+].ClCCl.C[N:24]([CH:26]=O)C. (2) Given the product [C:1]([C:3]1[CH:4]=[C:5]([CH:11]=[CH:12][C:13]=1[CH2:1][CH:3]([CH3:4])[CH3:13])[C:6]([OH:8])=[O:7])#[N:2], predict the reactants needed to synthesize it. The reactants are: [C:1]([C:3]1[CH:4]=[C:5]([CH:11]=[CH:12][C:13]=1OCC(C)C)[C:6]([O:8]CC)=[O:7])#[N:2].[OH-].[Na+]. (3) Given the product [C:1]([C:3]1[CH:4]=[CH:5][C:6]([C:7]([N:9]([CH2:36][CH3:37])[CH2:10][CH2:11][CH2:12][C:13]([NH:20][C:21]2[CH:22]=[CH:23][C:24]3[N:25]([CH2:34][CH3:35])[C:26]4[C:31]([C:32]=3[CH:33]=2)=[CH:30][CH:29]=[CH:28][CH:27]=4)=[O:15])=[O:8])=[CH:18][CH:19]=1)#[N:2], predict the reactants needed to synthesize it. The reactants are: [C:1]([C:3]1[CH:19]=[CH:18][C:6]([C:7]([NH:9][CH2:10][CH2:11][CH2:12][C:13]([O:15]CC)=O)=[O:8])=[CH:5][CH:4]=1)#[N:2].[NH2:20][C:21]1[CH:22]=[CH:23][C:24]2[N:25]([CH2:34][CH3:35])[C:26]3[C:31]([C:32]=2[CH:33]=1)=[CH:30][CH:29]=[CH:28][CH:27]=3.[CH3:36][CH2:37]N(C(C)C)C(C)C.CN(C(ON1N=NC2C=CC=NC1=2)=[N+](C)C)C.F[P-](F)(F)(F)(F)F. (4) Given the product [F:38][C:34]1[CH:35]=[CH:36][CH:37]=[C:16]([F:15])[C:17]=1[C:18]([NH:20][C:21]1[C:22]([C:32]2[NH:14][C:4]3[CH2:5][CH2:6][S:1][CH2:2][C:3]=3[N:8]=2)=[N:23][NH:24][CH:25]=1)=[O:19], predict the reactants needed to synthesize it. The reactants are: [S:1]1[CH2:6][CH2:5][C:4](=O)[C:3](=[N:8]O)[CH2:2]1.C([O-])(=O)C.[NH4+:14].[F:15][C:16]1[CH:37]=[CH:36][CH:35]=[C:34]([F:38])[C:17]=1[C:18]([NH:20][C:21]1[C:22]([CH:32]=O)=[N:23][N:24](C2CCCCO2)[CH:25]=1)=[O:19]. (5) Given the product [C:19]([O:18][C:12]1[CH:11]=[CH:10][C:9]([NH:8][C:6]([O:5][C:1]([CH3:4])([CH3:2])[CH3:3])=[O:7])=[CH:17][C:13]=1[C:14]([OH:16])=[O:15])(=[O:21])[CH3:20], predict the reactants needed to synthesize it. The reactants are: [C:1]([O:5][C:6]([NH:8][C:9]1[CH:10]=[CH:11][C:12]([OH:18])=[C:13]([CH:17]=1)[C:14]([OH:16])=[O:15])=[O:7])([CH3:4])([CH3:3])[CH3:2].[C:19](Cl)(=[O:21])[CH3:20].C(=O)([O-])[O-].[K+].[K+]. (6) Given the product [CH2:3]([O:10][C:11]1[CH:12]=[CH:13][C:14]([S:17]([NH:20][CH2:21][C@H:22]([N:27]2[CH2:32][CH2:31][N:30]([S:33]([CH3:36])(=[O:34])=[O:35])[CH2:29][CH2:28]2)[C:23]([OH:25])=[O:24])(=[O:19])=[O:18])=[CH:15][CH:16]=1)[C:4]1[CH:9]=[CH:8][CH:7]=[CH:6][CH:5]=1, predict the reactants needed to synthesize it. The reactants are: [OH-].[Li+].[CH2:3]([O:10][C:11]1[CH:16]=[CH:15][C:14]([S:17]([NH:20][CH2:21][C@H:22]([N:27]2[CH2:32][CH2:31][N:30]([S:33]([CH3:36])(=[O:35])=[O:34])[CH2:29][CH2:28]2)[C:23]([O:25]C)=[O:24])(=[O:19])=[O:18])=[CH:13][CH:12]=1)[C:4]1[CH:9]=[CH:8][CH:7]=[CH:6][CH:5]=1. (7) Given the product [CH3:1][O:2][C:3]([C:5]1[S:6][C:7]([C:14]2[CH:19]=[CH:18][CH:17]=[CH:16][CH:15]=2)=[CH:8][C:9]=1[N:10]([CH:11]1[CH2:13][CH2:12]1)[C:25](=[O:26])[C:24]1[CH:28]=[CH:29][C:30]([Cl:32])=[CH:31][C:23]=1[Cl:22])=[O:4], predict the reactants needed to synthesize it. The reactants are: [CH3:1][O:2][C:3]([C:5]1[S:6][C:7]([C:14]2[CH:19]=[CH:18][CH:17]=[CH:16][CH:15]=2)=[CH:8][C:9]=1[NH:10][CH:11]1[CH2:13][CH2:12]1)=[O:4].N#N.[Cl:22][C:23]1[CH:31]=[C:30]([Cl:32])[CH:29]=[CH:28][C:24]=1[C:25](Cl)=[O:26]. (8) Given the product [Cl:33][C:21]1[C:22]([C:24]2[C:32]3[C:27](=[CH:28][CH:29]=[CH:30][CH:31]=3)[NH:26][CH:25]=2)=[N:23][C:18]([NH:17][CH2:16][CH:12]2[CH2:13][CH2:14][CH2:15][N:10]([C:8]([C:5]3[CH:6]=[CH:7][C:2]([NH:1][C:47](=[O:48])/[CH:46]=[CH:42]/[CH2:40][N:36]([CH3:35])[CH3:37])=[CH:3][CH:4]=3)=[O:9])[CH2:11]2)=[N:19][CH:20]=1, predict the reactants needed to synthesize it. The reactants are: [NH2:1][C:2]1[CH:7]=[CH:6][C:5]([C:8]([N:10]2[CH2:15][CH2:14][CH2:13][CH:12]([CH2:16][NH:17][C:18]3[N:23]=[C:22]([C:24]4[C:32]5[C:27](=[CH:28][CH:29]=[CH:30][CH:31]=5)[NH:26][CH:25]=4)[C:21]([Cl:33])=[CH:20][N:19]=3)[CH2:11]2)=[O:9])=[CH:4][CH:3]=1.C[CH2:35][N:36]([CH:40]([CH3:42])C)[CH:37](C)C.BrC/C=[CH:46]/[C:47](Cl)=[O:48].CNC. (9) Given the product [CH:1]1([NH:4][C:5]([C:6]2[CH:11]=[CH:10][C:9]([CH3:12])=[C:8]([C:13]3[CH:14]=[C:15]4[C:20](=[CH:21][CH:22]=3)[C:19](=[O:23])[N:18]([CH2:32][C:33]3[CH:42]=[CH:41][C:36]([C:37]([O:39][CH3:40])=[O:38])=[CH:35][CH:34]=3)[CH:17]=[CH:16]4)[CH:7]=2)=[O:24])[CH2:2][CH2:3]1, predict the reactants needed to synthesize it. The reactants are: [CH:1]1([NH:4][C:5](=[O:24])[C:6]2[CH:11]=[CH:10][C:9]([CH3:12])=[C:8]([C:13]3[CH:14]=[C:15]4[C:20](=[CH:21][CH:22]=3)[C:19](=[O:23])[NH:18][CH:17]=[CH:16]4)[CH:7]=2)[CH2:3][CH2:2]1.C(=O)([O-])[O-].[K+].[K+].Br[CH2:32][C:33]1[CH:42]=[CH:41][C:36]([C:37]([O:39][CH3:40])=[O:38])=[CH:35][CH:34]=1. (10) The reactants are: [CH2:1]([O:5][CH2:6][CH2:7][O:8][C:9]1[CH:14]=[CH:13][C:12]([C:15]2[CH:16]=[CH:17][C:18]3[N:24]([CH2:25][CH2:26][CH3:27])[CH2:23][CH2:22][C:21]([C:28]([NH:30][C:31]4[CH:32]=[N:33][C:34]([S:37][CH2:38][C:39]5[N:43]([CH2:44][CH2:45][CH3:46])[CH:42]=[N:41][CH:40]=5)=[CH:35][CH:36]=4)=[O:29])=[CH:20][C:19]=3[CH:47]=2)=[CH:11][CH:10]=1)[CH2:2][CH2:3][CH3:4].ClC1C=CC=C(C(OO)=[O:56])C=1.S([O-])([O-])(=O)=S.[Na+].[Na+]. Given the product [CH2:1]([O:5][CH2:6][CH2:7][O:8][C:9]1[CH:14]=[CH:13][C:12]([C:15]2[CH:16]=[CH:17][C:18]3[N:24]([CH2:25][CH2:26][CH3:27])[CH2:23][CH2:22][C:21]([C:28]([NH:30][C:31]4[CH:32]=[N:33][C:34]([S:37]([CH2:38][C:39]5[N:43]([CH2:44][CH2:45][CH3:46])[CH:42]=[N:41][CH:40]=5)=[O:56])=[CH:35][CH:36]=4)=[O:29])=[CH:20][C:19]=3[CH:47]=2)=[CH:11][CH:10]=1)[CH2:2][CH2:3][CH3:4], predict the reactants needed to synthesize it.